This data is from Drug-target binding data from BindingDB using Ki measurements. The task is: Regression. Given a target protein amino acid sequence and a drug SMILES string, predict the binding affinity score between them. We predict pKi (pKi = -log10(Ki in M); higher means stronger inhibition). Dataset: bindingdb_ki. (1) The compound is CNCCC(Oc1ccccc1OC)c1ccccc1. The target is MLLARMKPQVQPELGGADQ. The pKi is 9.2. (2) The pKi is 9.3. The compound is O=C[C@@H]1CCCN1C(=O)[C@@H]1CCCN1C(=O)OCc1ccccc1. The target protein (Q9QUR6) has sequence MLSFQYPDVYRDETSVQEYHGHKICDPYSWLEDPDSEQTKAFVEAQNKITVPFLEQCPIRGLYKERMTELYDYPKYSCHFKKGKRYFYFYNTGLQNQRVLYVQDSLEGEARVFLDPNTLSDDGTVALRGYAFSEDGEYFAYGLSASGSDWVTIKFMKVDGAKELPDVLERVKFTCMAWTHDGKGMFYNSYPQQDGKSDGTETSTNLHQKLCYHVLGTDQSEDILCAEFPDEPKWMGGAELSDDGRYVLLSIWEGCDPVNRLWYCDLQQEPNGITGILKWVKLIDNFEGEYDYVTNEGTVFTFKTNRNSPNYRLINIDFTDPDESKWKVLVPEHEKDVLEWVACVRSNFLVLCYLHDVKNILQLHDLTTGALLKTFPLDVGSVVGYSGRKKDSEIFYQFTSFLSPGVIYHCDLTKEELEPMVFREVTVKGIDAADYQTIQIFYPSKDGTKIPMFIVHKKGIKLDGSHPAFLYGYGGFNISITPNYSVSRLIFVRHMGGVLA.... (3) The drug is CNCC[C@H](Oc1ccc(C(F)(F)F)cc1)c1ccccc1. The target protein sequence is MFLSSLCSLSDYVWPLPRYLCPVWISLDVLFSTASIMHLCAISLDRYVAIRNPIEHSRFNSRTKAIMKIAIVWAISLGVSVPIPVIGLRDEDKVFVNNTTCVLNDPNFVLIGSFVAFFIPLTIMVITYCLTIHVLRRQALMLLRGHTEEPPGISLDFLKCCKRNTDEESAANPNQDLNPRRRKKKERRPRGTMQAINNERKASKVLGIVFFVFLIMWCPFFITNILSVLCGKACNQKLMEKLLNVFVWIGYVCSGINPLVYTLFNKVYRRAFSNYLRCNYKADKKPPIRQIPRVAATALSGRELNVNIYRHTNEPVIKKADDNEPGIEMQVENLELPVNPSNVVSERISSV. The pKi is 7.2. (4) The pKi is 3.6. The drug is CN(C)[C@H]1CC[C@H](c2ccccc2)N(Cc2ccccc2)C1. The target protein (Q9EST2) has sequence MASSMRSLFSDHGRYFEAFRRFLNNSTEYQCMREFMDKQLPGIIARIGGSKSEIKVLSIGGGAGEMDLHILSKVKAQYPGVHIINEVVEPSAEQITKYKELVAKTSNLENIKFAWHKETSSEYQNRVMEQKEIQKWDFIHMIQMLYYVDDIPATLKFFHSLLATNAKILIILVSGKSGWLKFWKKYRSRLPQNDLCQYVTSFDIIQMLDSLGIKYQCYDLLSTMDITDCFIDGNENGELLWDFLTETCNFLTTAPPDLRAEIMKDLQGPEFIVRKEGKILFDNSLSFITIEA. (5) The compound is NC(=O)[C@H](CO)NC(=O)[C@H](N)CCCN=C(N)N[N+](=O)[O-]. The target protein (P29473) has sequence MGNLKSVGQEPGPPCGLGLGLGLGLCGKQGPASPAPEPSRAPAPATPHAPDHSPAPNSPTLTRPPEGPKFPRVKNWELGSITYDTLCAQSQQDGPCTPRCCLGSLVLPRKLQTRPSPGPPPAEQLLSQARDFINQYYSSIKRSGSQAHEERLQEVEAEVASTGTYHLRESELVFGAKQAWRNAPRCVGRIQWGKLQVFDARDCSSAQEMFTYICNHIKYATNRGNLRSAITVFPQRAPGRGDFRIWNSQLVRYAGYRQQDGSVRGDPANVEITELCIQHGWTPGNGRFDVLPLLLQAPDEAPELFVLPPELVLEVPLEHPTLEWFAALGLRWYALPAVSNMLLEIGGLEFSAAPFSGWYMSTEIGTRNLCDPHRYNILEDVAVCMDLDTRTTSSLWKDKAAVEINLAVLHSFQLAKVTIVDHHAATVSFMKHLDNEQKARGGCPADWAWIVPPISGSLTPVFHQEMVNYILSPAFRYQPDPWKGSATKGAGITRKKTFKE.... The pKi is 3.7. (6) The drug is O=C1Cc2c([nH]c3ccc([N+](=O)[O-])cc23)-c2ccccc2N1. The target protein (Q8N4C6) has sequence MDEVEQDQHEARLKELFDSFDTTGTGSLGQEELTDLCHMLSLEEVAPVLQQTLLQDNLLGRVHFDQFKEALILILSRTLSNEEHFQEPDCSLEAQPKYVRGGKRYGRRSLPEFQESVEEFPEVTVIEPLDEEARPSHIPAGDCSEHWKTQRSEEYEAEGQLRFWNPDDLNASQSGSSPPQDWIEEKLQEVCEDLGITRDGHLNRKKLVSICEQYGLQNVDGEMLEEVFHNLDPDGTMSVEDFFYGLFKNGKSLTPSASTPYRQLKRHLSMQSFDESGRRTTTSSAMTSTIGFRVFSCLDDGMGHASVERILDTWQEEGIENSQEILKALDFSLDGNINLTELTLALENELLVTKNSIHQAALASFKAEIRHLLERVDQVVREKEKLRSDLDKAEKLKSLMASEVDDHHAAIERRNEYNLRKLDEEYKERIAALKNELRKEREQILQQAGKQRLELEQEIEKAKTEENYIRDRLALSLKENSRLENELLENAEKLAEYENL.... The pKi is 7.0. (7) The drug is Nc1onc(-c2ccc(Br)cc2)c1C(=O)Nc1ccc(S(N)(=O)=O)cc1. The target protein (P43166) has sequence MTGHHGWGYGQDDGPSHWHKLYPIAQGDRQSPINIISSQAVYSPSLQPLELSYEACMSLSITNNGHSVQVDFNDSDDRTVVTGGPLEGPYRLKQFHFHWGKKHDVGSEHTVDGKSFPSELHLVHWNAKKYSTFGEAASAPDGLAVVGVFLETGDEHPSMNRLTDALYMVRFKGTKAQFSCFNPKCLLPASRHYWTYPGSLTTPPLSESVTWIVLREPICISERQMGKFRSLLFTSEDDERIHMVNNFRPPQPLKGRVVKASFRA. The pKi is 8.1. (8) The small molecule is CCOC(=O)C[C@H](O)[C@H](CCCCNC(C)=O)NC(=O)[C@H](NC(=O)C(NC(=O)CC(C)C)C(C)C)C(C)C. The target protein (P06026) has sequence MKFTLISSCIAIAALAVAVDAAPGEKKISIPLAKNPNYKPSAKNAIQKAIAKYNKHKINTSTGGIVPDAGVGTVPMTDYGNDVEYYGQVTIGTPGKKFNLDFDTGSSDLWIASTLCTNCGSRQTKYDPKQSSTYQADGRTWSISYGDGSSASGILAKDNVNLGGLLIKGQTIELAKREAASFANGPNDGLLGLGFDTITTVRGVKTPMDNLISQGLISRPIFGVYLGKASNGGGGEYIFGGYDSTKFKGSLTTVPIDNSRGWWGITVDRATVGTSTVASSFDGILDTGTTLLILPNNVAASVARAYGASDNGDGTYTISCDTSRFKPLVFSINGASFQVSPDSLVFEEYQGQCIAGFGYGNFDFAIIGDTFLKNNYVVFNQGVPEVQIAPVAQ. The pKi is 7.5. (9) The drug is OCCN(CCO)C(=S)[S-]. The target protein sequence is MRRCRNTPFAIVIAPILICASLVLAQDFGYEGRHGPEHWSEDYARCSGKHQSPINIDQVSAVEKKFPKLEFFNFKVVPDNLQMTNNGHTVLVKMSYNEDEIPSVRGGPLAEKTPLGYQFEQFHFHWGENDTIGSEDLINNRAYPAELHVVLRNLEYPDFASALDKDHGIAVMAFFFQVGDKSTGGYEGFTNLLSQIDRKGKSVNMTNPLPLGEYISKSVESYFSYTGSLTTPPCSEEVTWIDFTTPIDITEKQLNAFRLLTANDDHLKNNFRPIQPLNDRTLYKNYIEIPIHNMGSIPLVDAENAAGKWRAQAAAVLLPLVVLAALSRTSIFRGF. The pKi is 6.9.